From a dataset of Catalyst prediction with 721,799 reactions and 888 catalyst types from USPTO. Predict which catalyst facilitates the given reaction. (1) The catalyst class is: 23. Product: [CH3:32][O:31][C:29]1[CH:30]=[C:25]([C:20]2[C:19]([C:17]([NH:16][C:11]3[CH:12]=[CH:13][CH:14]=[CH:15][C:10]=3[C:7]3[S:6][C:5]([CH2:4][C:3]([OH:37])=[O:2])=[CH:9][CH:8]=3)=[O:18])=[CH:24][CH:23]=[CH:22][CH:21]=2)[CH:26]=[C:27]([O:35][CH3:36])[C:28]=1[O:33][CH3:34]. Reactant: C[O:2][C:3](=[O:37])[CH2:4][C:5]1[S:6][C:7]([C:10]2[CH:15]=[CH:14][CH:13]=[CH:12][C:11]=2[NH:16][C:17]([C:19]2[C:20]([C:25]3[CH:30]=[C:29]([O:31][CH3:32])[C:28]([O:33][CH3:34])=[C:27]([O:35][CH3:36])[CH:26]=3)=[CH:21][CH:22]=[CH:23][CH:24]=2)=[O:18])=[CH:8][CH:9]=1.[Li+].[OH-].Cl. (2) Reactant: [OH:1][C:2]1[CH:3]=[C:4]([CH:7]=[CH:8][C:9]=1[OH:10])[CH:5]=[O:6].C(=O)([O-])[O-].[K+].[K+].[CH2:17](Br)[C:18]1[CH:23]=[CH:22][CH:21]=[CH:20][CH:19]=1.Cl. Product: [CH2:17]([O:1][C:2]1[CH:3]=[C:4]([CH:7]=[CH:8][C:9]=1[OH:10])[CH:5]=[O:6])[C:18]1[CH:23]=[CH:22][CH:21]=[CH:20][CH:19]=1. The catalyst class is: 9. (3) Reactant: [CH2:1]([O:3][C:4](=[O:36])[C:5]1[CH:10]=[CH:9][C:8]([N:11]2[CH:15]=[C:14]([C:16]3[CH:21]=[CH:20][CH:19]=[CH:18][C:17]=3[O:22]CC3C=CC=CC=3)[C:13]([C:30]#[N:31])=[CH:12]2)=[CH:7][C:6]=1[O:32][CH2:33][O:34][CH3:35])[CH3:2].C(OCC)(=O)C. Product: [CH2:1]([O:3][C:4](=[O:36])[C:5]1[CH:10]=[CH:9][C:8]([N:11]2[CH:15]=[C:14]([C:16]3[CH:21]=[CH:20][CH:19]=[CH:18][C:17]=3[OH:22])[C:13]([C:30]#[N:31])=[CH:12]2)=[CH:7][C:6]=1[O:32][CH2:33][O:34][CH3:35])[CH3:2]. The catalyst class is: 352. (4) Reactant: [CH3:1][C:2]1[C:6]([CH2:7][S:8][CH2:9][C:10]([OH:12])=O)=[C:5]([CH3:13])[O:4][N:3]=1.[CH3:14][O:15][C:16]1[CH:21]=[CH:20][CH:19]=[CH:18][C:17]=1[N:22]1[CH2:27][CH2:26][NH:25][CH2:24][CH2:23]1.CCN(CC)CC.C(P1(=O)OP(CCC)(=O)OP(CCC)(=O)O1)CC. Product: [CH3:1][C:2]1[C:6]([CH2:7][S:8][CH2:9][C:10]([N:25]2[CH2:24][CH2:23][N:22]([C:17]3[CH:18]=[CH:19][CH:20]=[CH:21][C:16]=3[O:15][CH3:14])[CH2:27][CH2:26]2)=[O:12])=[C:5]([CH3:13])[O:4][N:3]=1. The catalyst class is: 2. (5) Reactant: Br[C:2]1[C:3]2[N:4]([C:9]([I:12])=[CH:10][N:11]=2)[N:5]=[C:6]([Cl:8])[CH:7]=1.[NH2:13][CH2:14][C:15]([CH3:18])([OH:17])[CH3:16].O. Product: [Cl:8][C:6]1[CH:7]=[C:2]([NH:13][CH2:14][C:15]([CH3:18])([OH:17])[CH3:16])[C:3]2[N:4]([C:9]([I:12])=[CH:10][N:11]=2)[N:5]=1. The catalyst class is: 9. (6) Reactant: [C:1]([C:4]1[CH:9]=[CH:8][C:7]([O:10][CH3:11])=[CH:6][C:5]=1[NH:12][C:13]([C:15]1[CH:20]=[CH:19][CH:18]=[CH:17][N:16]=1)=O)(=[O:3])[CH3:2].CC([O-])(C)C.[K+].C1COCC1. Product: [CH3:11][O:10][C:7]1[CH:6]=[C:5]2[C:4]([C:1]([OH:3])=[CH:2][C:13]([C:15]3[CH:20]=[CH:19][CH:18]=[CH:17][N:16]=3)=[N:12]2)=[CH:9][CH:8]=1. The catalyst class is: 1.